This data is from Catalyst prediction with 721,799 reactions and 888 catalyst types from USPTO. The task is: Predict which catalyst facilitates the given reaction. Reactant: [Cl:1][C:2]1[CH:10]=[CH:9][C:8]([C:11]2[CH:12]=[N:13][C:14]([CH3:17])=[CH:15][CH:16]=2)=[CH:7][C:3]=1[C:4]([OH:6])=O.ON1C2C=CC=CC=2N=N1.Cl.CN(C)CCCN=C=NCC.[C:40]1([CH3:54])[CH:45]=[CH:44][C:43]([C:46]2([CH2:52][NH2:53])[CH2:51][CH2:50][CH2:49][CH2:48][CH2:47]2)=[CH:42][CH:41]=1.C(N(CC)CC)C. Product: [Cl:1][C:2]1[CH:10]=[CH:9][C:8]([C:11]2[CH:12]=[N:13][C:14]([CH3:17])=[CH:15][CH:16]=2)=[CH:7][C:3]=1[C:4]([NH:53][CH2:52][C:46]1([C:43]2[CH:42]=[CH:41][C:40]([CH3:54])=[CH:45][CH:44]=2)[CH2:47][CH2:48][CH2:49][CH2:50][CH2:51]1)=[O:6]. The catalyst class is: 35.